Dataset: Full USPTO retrosynthesis dataset with 1.9M reactions from patents (1976-2016). Task: Predict the reactants needed to synthesize the given product. (1) Given the product [F:1][C:2]1([F:14])[O:6][C:5]2[CH:7]=[CH:8][C:9]([OH:15])=[CH:10][C:4]=2[O:3]1, predict the reactants needed to synthesize it. The reactants are: [F:1][C:2]1([F:14])[O:6][C:5]2[CH:7]=[CH:8][C:9](B(O)O)=[CH:10][C:4]=2[O:3]1.[OH:15]O. (2) Given the product [CH3:1][O:2][C:3]1[CH:4]=[C:5]2[C:10](=[CH:11][CH:12]=1)[CH:9]=[C:8]([CH:13]([CH3:17])[C:14]([O:34][CH2:33][CH2:32][C:29]1[CH:30]=[CH:31][C:26]([N:25]([CH3:24])[CH3:35])=[CH:27][CH:28]=1)=[O:15])[CH:7]=[CH:6]2, predict the reactants needed to synthesize it. The reactants are: [CH3:1][O:2][C:3]1[CH:4]=[C:5]2[C:10](=[CH:11][CH:12]=1)[CH:9]=[C:8]([CH:13]([CH3:17])[C:14](Cl)=[O:15])[CH:7]=[CH:6]2.N1C=CC=CC=1.[CH3:24][N:25]([CH3:35])[C:26]1[CH:31]=[CH:30][C:29]([CH2:32][CH2:33][OH:34])=[CH:28][CH:27]=1. (3) Given the product [CH2:1]([N:8]1[C:12](=[O:13])[CH:11]2[CH:10]([CH:22]2[N+:23]([O-:25])=[O:24])[C:9]1=[O:14])[C:2]1[CH:3]=[CH:4][CH:5]=[CH:6][CH:7]=1, predict the reactants needed to synthesize it. The reactants are: [CH2:1]([N:8]1[C:12](=[O:13])[CH:11]=[CH:10][C:9]1=[O:14])[C:2]1[CH:7]=[CH:6][CH:5]=[CH:4][CH:3]=1.C([O-])([O-])=O.[K+].[K+].Br[CH2:22][N+:23]([O-:25])=[O:24]. (4) Given the product [OH:2][C:3]1[CH:8]=[CH:7][C:6]([C:9](=[C:21]2[CH2:22][C:23]([CH3:30])([CH3:29])[CH2:24][C:25]([CH3:28])([CH3:27])[CH2:26]2)[C:10]2[CH:15]=[CH:14][C:13]([NH:16][S:17]([CH3:20])(=[O:19])=[O:18])=[CH:12][CH:11]=2)=[CH:5][CH:4]=1, predict the reactants needed to synthesize it. The reactants are: C[O:2][C:3]1[CH:8]=[CH:7][C:6]([C:9](=[C:21]2[CH2:26][C:25]([CH3:28])([CH3:27])[CH2:24][C:23]([CH3:30])([CH3:29])[CH2:22]2)[C:10]2[CH:15]=[CH:14][C:13]([NH:16][S:17]([CH3:20])(=[O:19])=[O:18])=[CH:12][CH:11]=2)=[CH:5][CH:4]=1.B(Br)(Br)Br. (5) Given the product [C:1]([O:5][C:6](=[O:22])[NH:7][C:8]1[CH:13]=[CH:12][C:11]([C:14]2[CH:15]=[CH:16][C:17]([F:20])=[CH:18][CH:19]=2)=[CH:10][C:9]=1[NH:21][C:28](=[O:27])[CH2:29][C:30]([C:32]1[CH:37]=[CH:36][N:35]=[C:34]([C:38]#[N:39])[CH:33]=1)=[O:31])([CH3:4])([CH3:2])[CH3:3], predict the reactants needed to synthesize it. The reactants are: [C:1]([O:5][C:6](=[O:22])[NH:7][C:8]1[CH:13]=[CH:12][C:11]([C:14]2[CH:19]=[CH:18][C:17]([F:20])=[CH:16][CH:15]=2)=[CH:10][C:9]=1[NH2:21])([CH3:4])([CH3:3])[CH3:2].C([O:27][C:28](=O)[CH2:29][C:30]([C:32]1[CH:37]=[CH:36][N:35]=[C:34]([C:38]#[N:39])[CH:33]=1)=[O:31])(C)(C)C.